From a dataset of Forward reaction prediction with 1.9M reactions from USPTO patents (1976-2016). Predict the product of the given reaction. (1) The product is: [NH2:36][C:34]1[N:33]=[CH:32][N:31]=[C:30]2[N:29]([CH2:49][CH:46]3[CH2:47][CH2:48][N:44]([C:37]([O:39][C:40]([CH3:41])([CH3:43])[CH3:42])=[O:38])[CH2:45]3)[N:28]=[C:27]([C:26]#[C:25][C:19]3[CH:18]=[C:17]([O:16][CH3:15])[CH:22]=[C:21]([O:23][CH3:24])[CH:20]=3)[C:35]=12. Given the reactants CC(OC(/N=N/C(OC(C)C)=O)=O)C.[CH3:15][O:16][C:17]1[CH:18]=[C:19]([C:25]#[C:26][C:27]2[C:35]3[C:30](=[N:31][CH:32]=[N:33][C:34]=3[NH2:36])[NH:29][N:28]=2)[CH:20]=[C:21]([O:23][CH3:24])[CH:22]=1.[C:37]([N:44]1[CH2:48][CH2:47][CH:46]([CH2:49]O)[CH2:45]1)([O:39][C:40]([CH3:43])([CH3:42])[CH3:41])=[O:38].C1(P(C2C=CC=CC=2)C2C=CC=CC=2)C=CC=CC=1, predict the reaction product. (2) Given the reactants C(N1C=CN=C1)(N1C=CN=C1)=O.[CH3:13][O:14][C:15]1[CH:16]=[C:17]([CH:30]=[CH:31][CH:32]=1)[NH:18][C:19]1[CH:27]=[C:26]([F:28])[C:25]([F:29])=[CH:24][C:20]=1[C:21]([OH:23])=O.Cl.[CH2:34]([O:41][NH2:42])[C:35]1[CH:40]=[CH:39][CH:38]=[CH:37][CH:36]=1.C(N(CC)CC)C, predict the reaction product. The product is: [CH3:13][O:14][C:15]1[CH:16]=[C:17]([CH:30]=[CH:31][CH:32]=1)[NH:18][C:19]1[CH:27]=[C:26]([F:28])[C:25]([F:29])=[CH:24][C:20]=1[C:21]([NH:42][O:41][CH2:34][C:35]1[CH:40]=[CH:39][CH:38]=[CH:37][CH:36]=1)=[O:23]. (3) Given the reactants C(O[C:6](=[O:21])[N:7]([CH2:13][C:14]1[CH:19]=[CH:18][CH:17]=[C:16]([Cl:20])[CH:15]=1)[N:8]1[CH:12]=[CH:11][CH:10]=[CH:9]1)(C)(C)C.[CH2:22]([O:24][C:25](=[O:37])[CH:26](C(OCC)=O)[C:27](OCC)=[O:28])[CH3:23], predict the reaction product. The product is: [CH2:22]([O:24][C:25]([C:26]1[C:6](=[O:21])[N:7]([CH2:13][C:14]2[CH:19]=[CH:18][CH:17]=[C:16]([Cl:20])[CH:15]=2)[N:8]2[CH:9]=[CH:10][CH:11]=[C:12]2[C:27]=1[OH:28])=[O:37])[CH3:23].